From a dataset of Catalyst prediction with 721,799 reactions and 888 catalyst types from USPTO. Predict which catalyst facilitates the given reaction. (1) Reactant: [C:1]1([C:21]2[CH:26]=[CH:25][CH:24]=[CH:23][CH:22]=2)[CH:6]=[CH:5][C:4]([NH:7][C:8]2[CH:13]=[N:12][CH:11]=[C:10]3[S:14][C:15]([C:17]([NH:19][OH:20])=[NH:18])=[CH:16][C:9]=23)=[CH:3][CH:2]=1.C(=O)([O-])[O-].[Na+].[Na+].Cl[CH2:34][C:35](Cl)=[O:36].[H-].[Na+]. Product: [C:1]1([C:21]2[CH:22]=[CH:23][CH:24]=[CH:25][CH:26]=2)[CH:6]=[CH:5][C:4]([NH:7][C:8]2[CH:13]=[N:12][CH:11]=[C:10]3[S:14][C:15]([C:17]4[NH:18][C:35](=[O:36])[CH2:34][O:20][N:19]=4)=[CH:16][C:9]=23)=[CH:3][CH:2]=1. The catalyst class is: 4. (2) Reactant: O=[C:2]([CH3:23])[CH:3]([C:14]1[C:15](=O)[C:16](=[O:21])[C:17]=1[O:18]CC)[C:4]1[CH:9]=[CH:8][C:7]([C:10]([F:13])([F:12])[F:11])=[CH:6][CH:5]=1.[NH2:24][CH:25]([C:27]([CH3:30])([CH3:29])[CH3:28])[CH3:26].C([O:33]CC)C. Product: [O:33]=[CH:23][CH2:2][CH:3]([C:14]1[C:17](=[O:18])[C:16](=[O:21])[C:15]=1[NH:24][CH:25]([CH3:26])[C:27]([CH3:30])([CH3:29])[CH3:28])[C:4]1[CH:5]=[CH:6][C:7]([C:10]([F:11])([F:12])[F:13])=[CH:8][CH:9]=1. The catalyst class is: 8. (3) Reactant: C([O:3][C:4]([C:6]1[CH:7]=[N:8][N:9]([CH2:12][CH2:13][CH2:14][O:15][CH3:16])[C:10]=1[Cl:11])=[O:5])C.[OH-].[Li+]. Product: [Cl:11][C:10]1[N:9]([CH2:12][CH2:13][CH2:14][O:15][CH3:16])[N:8]=[CH:7][C:6]=1[C:4]([OH:5])=[O:3]. The catalyst class is: 24. (4) Reactant: Cl[C:2](=[O:14])[CH2:3][C:4]1([C:10]([O:12][CH3:13])=[O:11])[CH2:9][CH2:8][O:7][CH2:6][CH2:5]1.[Br:15][C:16]1[CH:21]=[CH:20][CH:19]=[CH:18][CH:17]=1.[Cl-].[Al+3].[Cl-].[Cl-]. Product: [Br:15][C:16]1[CH:21]=[CH:20][C:19]([C:2](=[O:14])[CH2:3][C:4]2([C:10]([O:12][CH3:13])=[O:11])[CH2:9][CH2:8][O:7][CH2:6][CH2:5]2)=[CH:18][CH:17]=1. The catalyst class is: 4. (5) The catalyst class is: 471. Product: [CH3:9][O:8][C:5]1[CH:6]=[CH:7][C:2]2[CH:19]=[C:20]([CH3:21])[O:10][C:3]=2[CH:4]=1. Reactant: I[C:2]1[CH:7]=[CH:6][C:5]([O:8][CH3:9])=[CH:4][C:3]=1[OH:10].CN(C)C(N(C)C)=N.[CH:19]#[C:20][CH3:21].[Na+].[Cl-]. (6) Reactant: C1(CC([C:10]2[CH:15]=[CH:14][C:13]([C:16]3([NH:24][C:25](=[O:31])[O:26][C:27]([CH3:30])([CH3:29])[CH3:28])[CH2:19][C:18]4([O:23][CH2:22][CH2:21][O:20]4)[CH2:17]3)=[CH:12][CH:11]=2)=O)C=CC=CC=1.C(=O)([O-])[O-].[K+].[K+].[Cl:38][C:39]1[C:44]([CH:45]=O)=[C:43]([NH:47][C:48](=O)OC(C)(C)C)[CH:42]=[CH:41][N:40]=1.C(=O)(O)[O-].[Na+]. Product: [Cl:38][C:39]1[N:40]=[CH:41][CH:42]=[C:43]2[C:44]=1[CH:45]=[C:16]([C:13]1[CH:14]=[CH:15][CH:10]=[CH:11][CH:12]=1)[C:48]([C:10]1[CH:15]=[CH:14][C:13]([C:16]3([NH:24][C:25](=[O:31])[O:26][C:27]([CH3:30])([CH3:29])[CH3:28])[CH2:19][C:18]4([O:20][CH2:21][CH2:22][O:23]4)[CH2:17]3)=[CH:12][CH:11]=1)=[N:47]2. The catalyst class is: 3. (7) Reactant: [CH2:1]([N:3]([CH2:11][C:12]1[CH:13]=[N:14][CH:15]=[C:16]([C:19]2[CH:20]=[C:21]3[C:25](=[CH:26][CH:27]=2)[N:24]([CH:28]2[CH2:33][CH2:32][CH2:31][CH2:30][O:29]2)[N:23]=[C:22]3[C:34]2[NH:35][C:36]([C:39]([NH:41][CH2:42][C:43]3C=N[CH:46]=[CH:47][CH:48]=3)=[O:40])=[CH:37][N:38]=2)[C:17]=1[CH3:18])[C:4](=[O:10])[O:5][C:6]([CH3:9])([CH3:8])[CH3:7])[CH3:2].C(OC(N(CC1C(C)=C(C2C=C3C(=CC=2)N(C2CCCCO2)N=C3C2NC(C(O)=O)=CN=2)C=NC=1)CC)=O)(C)(C)C.CCN(CC)CC.C1(N)CCCC1.CN(C(ON1N=NC2C=CC=NC1=2)=[N+](C)C)C.F[P-](F)(F)(F)(F)F. Product: [C:6]([O:5][C:4](=[O:10])[N:3]([CH2:11][C:12]1[CH:13]=[N:14][CH:15]=[C:16]([C:19]2[CH:20]=[C:21]3[C:25](=[CH:26][CH:27]=2)[N:24]([CH:28]2[CH2:33][CH2:32][CH2:31][CH2:30][O:29]2)[N:23]=[C:22]3[C:34]2[NH:35][C:36]([C:39]([NH:41][CH:42]3[CH2:43][CH2:48][CH2:47][CH2:46]3)=[O:40])=[CH:37][N:38]=2)[C:17]=1[CH3:18])[CH2:1][CH3:2])([CH3:8])([CH3:7])[CH3:9]. The catalyst class is: 2.